Dataset: Forward reaction prediction with 1.9M reactions from USPTO patents (1976-2016). Task: Predict the product of the given reaction. Given the reactants [CH3:1][C:2]([N+:13]([O-])=O)([CH3:12])[CH2:3][NH:4][CH2:5][C:6]([N+:9]([O-])=O)([CH3:8])[CH3:7], predict the reaction product. The product is: [CH3:8][C:6]([NH2:9])([CH3:7])[CH2:5][NH:4][CH2:3][C:2]([NH2:13])([CH3:1])[CH3:12].